Task: Predict the product of the given reaction.. Dataset: Forward reaction prediction with 1.9M reactions from USPTO patents (1976-2016) (1) Given the reactants [C:1]([O:5][C:6](=[O:25])[NH:7][C:8]1[CH:13]=[C:12]([O:14][CH3:15])[CH:11]=[CH:10][C:9]=1[CH2:16][C:17](=[O:24])[C:18]1[CH:23]=[CH:22][CH:21]=[CH:20][CH:19]=1)([CH3:4])([CH3:3])[CH3:2].[H-].[Na+].C[C:29]1[C:30]([C:37]([OH:39])=[O:38])=[N:31][C:32]([CH2:35]Cl)=[CH:33][CH:34]=1.O.[CH3:41]N(C)C=O, predict the reaction product. The product is: [C:1]([O:5][C:6]([NH:7][C:8]1[CH:13]=[C:12]([O:14][CH3:15])[CH:11]=[CH:10][C:9]=1[CH:16]([C:17](=[O:24])[C:18]1[CH:19]=[CH:20][CH:21]=[CH:22][CH:23]=1)[CH2:35][C:32]1[N:31]=[C:30]([C:37]([O:39][CH3:41])=[O:38])[CH:29]=[CH:34][CH:33]=1)=[O:25])([CH3:4])([CH3:2])[CH3:3]. (2) Given the reactants [O:1]1[C:5]2[CH:6]=[CH:7][C:8]([C:10](=[O:12])[CH3:11])=[CH:9][C:4]=2[CH2:3][CH2:2]1.[Br:13]Br, predict the reaction product. The product is: [Br:13][CH2:11][C:10]([C:8]1[CH:7]=[CH:6][C:5]2[O:1][CH2:2][CH2:3][C:4]=2[CH:9]=1)=[O:12]. (3) Given the reactants [NH2:1][C:2]1[C:10]([CH3:11])=[CH:9][C:8]([I:12])=[CH:7][C:3]=1[C:4]([OH:6])=[O:5].[F:13][C:14]([F:25])([F:24])[C:15](O[C:15](=[O:16])[C:14]([F:25])([F:24])[F:13])=[O:16].[OH-].[Na+].Cl, predict the reaction product. The product is: [I:12][C:8]1[CH:9]=[C:10]([CH3:11])[C:2]([NH:1][C:15](=[O:16])[C:14]([F:25])([F:24])[F:13])=[C:3]([CH:7]=1)[C:4]([OH:6])=[O:5]. (4) Given the reactants [F:1][C:2]1[CH:7]=[CH:6][C:5]([C:8]2[C:9]([C:36]3[CH:41]=[CH:40][CH:39]=[CH:38][CH:37]=3)=[C:10]([C:18]([NH:20][CH2:21][C:22]3[CH:35]=[CH:34][C:25]([CH2:26][O:27][C:28](=[O:33])[C:29]([CH3:32])([CH3:31])[CH3:30])=[CH:24][CH:23]=3)=[O:19])[N:11]([CH:15]([CH3:17])[CH3:16])[C:12]=2[CH:13]=[O:14])=[CH:4][CH:3]=1.[BH4-].[Na+], predict the reaction product. The product is: [F:1][C:2]1[CH:7]=[CH:6][C:5]([C:8]2[C:9]([C:36]3[CH:37]=[CH:38][CH:39]=[CH:40][CH:41]=3)=[C:10]([C:18]([NH:20][CH2:21][C:22]3[CH:23]=[CH:24][C:25]([CH2:26][O:27][C:28](=[O:33])[C:29]([CH3:30])([CH3:31])[CH3:32])=[CH:34][CH:35]=3)=[O:19])[N:11]([CH:15]([CH3:17])[CH3:16])[C:12]=2[CH2:13][OH:14])=[CH:4][CH:3]=1. (5) Given the reactants [CH3:1][O:2][C:3]1[CH:4]=[C:5]([CH:11]=[CH:12][C:13]([N:15]([CH3:17])[CH3:16])=[O:14])[CH:6]=[C:7]([O:9][CH3:10])[CH:8]=1.F[P-](F)(F)(F)(F)F.[N:25]1(O[P+](N(C)C)(N(C)C)N(C)C)[C:29]2[CH:30]=[CH:31][CH:32]=[CH:33][C:28]=2N=N1.[OH:45][C:46]1[CH:47]=[C:48]([CH:52]=[CH:53][CH:54]=1)[C:49](O)=[O:50].C(N(CC)CC)C, predict the reaction product. The product is: [CH3:10][O:9][C:7]1[CH:6]=[C:5]([CH:11]=[C:12]([C:32]2[CH:31]=[CH:30][C:29]([NH:25][C:49](=[O:50])[C:48]3[CH:52]=[CH:53][CH:54]=[C:46]([OH:45])[CH:47]=3)=[CH:28][CH:33]=2)[C:13](=[O:14])[N:15]([CH3:17])[CH3:16])[CH:4]=[C:3]([O:2][CH3:1])[CH:8]=1.